From a dataset of Full USPTO retrosynthesis dataset with 1.9M reactions from patents (1976-2016). Predict the reactants needed to synthesize the given product. (1) Given the product [CH:41]([NH:46][C:18]([C@@H:16]1[CH2:17][C@H:15]1[C:12]1[CH:13]=[CH:14][C:9]([NH:8][CH2:7][C:6]2[S:5][C:4]([C:21]3[CH:22]=[CH:23][C:24]([C:27]([F:29])([F:30])[F:28])=[CH:25][CH:26]=3)=[N:3][C:2]=2[CH3:1])=[CH:10][CH:11]=1)=[O:20])([CH3:42])[CH3:40], predict the reactants needed to synthesize it. The reactants are: [CH3:1][C:2]1[N:3]=[C:4]([C:21]2[CH:26]=[CH:25][C:24]([C:27]([F:30])([F:29])[F:28])=[CH:23][CH:22]=2)[S:5][C:6]=1[CH2:7][NH:8][C:9]1[CH:14]=[CH:13][C:12]([C@@H:15]2[CH2:17][C@H:16]2[C:18]([OH:20])=O)=[CH:11][CH:10]=1.CN(C(ON1N=[N:46][C:41]2[CH:42]=CC=N[C:40]1=2)=[N+](C)C)C.F[P-](F)(F)(F)(F)F.C(N)(C)C. (2) Given the product [CH3:14][O:11][C:1]1[CH:2]=[CH:3][CH:4]=[C:5]2[C:10]=1[CH2:9][CH2:8][CH2:7][CH2:6]2, predict the reactants needed to synthesize it. The reactants are: [C:1]1([OH:11])[C:10]2[CH2:9][CH2:8][CH2:7][CH2:6][C:5]=2[CH:4]=[CH:3][CH:2]=1.CI.[C:14]([O-])([O-])=O.[K+].[K+]. (3) Given the product [C:15]([CH2:17][CH:18]([N:12]1[CH:13]=[C:9]([B:4]2[O:5][C:6]([CH3:7])([CH3:8])[C:2]([CH3:14])([CH3:1])[O:3]2)[CH:10]=[N:11]1)[CH2:19][CH:20]1[CH2:21][CH2:22][N:23]([C:26]([O:28][C:29]([CH3:32])([CH3:31])[CH3:30])=[O:27])[CH2:24][CH2:25]1)#[N:16], predict the reactants needed to synthesize it. The reactants are: [CH3:1][C:2]1([CH3:14])[C:6]([CH3:8])([CH3:7])[O:5][B:4]([C:9]2[CH:10]=[N:11][NH:12][CH:13]=2)[O:3]1.[C:15]([CH:17]=[CH:18][CH2:19][CH:20]1[CH2:25][CH2:24][N:23]([C:26]([O:28][C:29]([CH3:32])([CH3:31])[CH3:30])=[O:27])[CH2:22][CH2:21]1)#[N:16].N12CCCN=C1CCCCC2.